Dataset: Full USPTO retrosynthesis dataset with 1.9M reactions from patents (1976-2016). Task: Predict the reactants needed to synthesize the given product. (1) Given the product [C:40]1([CH:37]([C:18]2[C:19]([O:33][CH2:34][CH2:35][CH3:36])=[C:20]([NH:22][C:23]([NH:25][C:26]3[CH:27]=[CH:28][C:29]([CH3:32])=[CH:30][CH:31]=3)=[O:24])[CH:21]=[C:16]([C:7]3[CH:8]=[CH:9][CH:10]=[CH:11][C:6]=3[C:5]3[NH:4][N:3]=[N:2][N:1]=3)[CH:17]=2)[CH:38]=[CH2:39])[CH:41]=[CH:42][CH:43]=[CH:44][CH:45]=1, predict the reactants needed to synthesize it. The reactants are: [NH:1]1[C:5]([C:6]2[CH:11]=[CH:10][CH:9]=[CH:8][C:7]=2B(O)O)=[N:4][N:3]=[N:2]1.Br[C:16]1[CH:17]=[C:18]([CH:37]([C:40]2[CH:45]=[CH:44][CH:43]=[CH:42][CH:41]=2)[CH:38]=[CH2:39])[C:19]([O:33][CH2:34][CH2:35][CH3:36])=[C:20]([NH:22][C:23]([NH:25][C:26]2[CH:31]=[CH:30][C:29]([CH3:32])=[CH:28][CH:27]=2)=[O:24])[CH:21]=1.C(=O)([O-])[O-].[K+].[K+].CC(O)=O. (2) Given the product [Br:1][C:2]1[N:3]=[CH:4][C:5]([NH2:10])=[C:6]([NH:8][CH3:9])[CH:7]=1, predict the reactants needed to synthesize it. The reactants are: [Br:1][C:2]1[CH:7]=[C:6]([NH:8][CH3:9])[C:5]([N+:10]([O-])=O)=[CH:4][N:3]=1. (3) Given the product [CH3:24][O:23][C:17]1[CH:18]=[C:19]2[C:14](=[CH:15][CH:16]=1)[N:13]=[C:12]([C:9]1[CH:10]=[CH:11][C:6]([C:5]([NH2:4])=[O:25])=[CH:7][CH:8]=1)[CH:21]=[CH:20]2, predict the reactants needed to synthesize it. The reactants are: N1[C:5]([C:6]2[CH:11]=[CH:10][C:9]([C:12]3[C:21](C)=[CH:20][C:19]4[C:14](=[CH:15][CH:16]=[C:17]([O:23][CH3:24])[CH:18]=4)[N:13]=3)=[CH:8][CH:7]=2)=[N:4]N=N1.[OH-:25].[Na+].OO. (4) Given the product [C:3]([O:7][C:8]([N:10]1[CH2:15][CH2:14][CH:13]([CH2:16][C:17]([O:20][CH3:21])([CH3:19])[CH3:18])[CH2:12][CH2:11]1)=[O:9])([CH3:6])([CH3:5])[CH3:4], predict the reactants needed to synthesize it. The reactants are: [H-].[Na+].[C:3]([O:7][C:8]([N:10]1[CH2:15][CH2:14][CH:13]([CH2:16][C:17]([OH:20])([CH3:19])[CH3:18])[CH2:12][CH2:11]1)=[O:9])([CH3:6])([CH3:5])[CH3:4].[CH3:21]I. (5) Given the product [Br:1][C:2]1[CH:7]=[C:6]([CH:5]=[C:4]([Cl:9])[CH:3]=1)[O:10][C:11]1[CH:12]=[N:13][CH:14]=[N:15][CH:16]=1, predict the reactants needed to synthesize it. The reactants are: [Br:1][C:2]1[CH:7]=[C:6](F)[CH:5]=[C:4]([Cl:9])[CH:3]=1.[OH:10][C:11]1[CH:12]=[N:13][CH:14]=[N:15][CH:16]=1.C([O-])([O-])=O.[K+].[K+].